Dataset: Reaction yield outcomes from USPTO patents with 853,638 reactions. Task: Predict the reaction yield, written as a fraction of the theoretical maximum amount of product (1.0 means a 100% yield; for example, 0.34 means a 34% yield). The reactants are C(OC(C1C=CC(B(O)O)=CC=1)=O)C.NC1CC(C(N(CCC)CCC)=O)=CC2C=CC(Br)=CC=2N=1.COC(C1C=CC(B(O)O)=CC=1)=O.C(=O)([O-])[O-].[K+].[K+].[C:56]([O:60][C:61]([NH:63][C:64]1[CH2:65][C:66]([C:86](=[O:102])[N:87]([CH2:91][CH2:92][CH2:93][O:94][Si:95]([C:98]([CH3:101])([CH3:100])[CH3:99])([CH3:97])[CH3:96])[CH2:88][CH2:89][CH3:90])=[CH:67][C:68]2[CH:74]=[CH:73][C:72]([C:75]3[CH:85]=[CH:84][C:78]([C:79]([O:81][CH2:82][CH3:83])=[O:80])=[CH:77][CH:76]=3)=[CH:71][C:69]=2[N:70]=1)=[O:62])([CH3:59])([CH3:58])[CH3:57]. The catalyst is C(#N)C.CCOC(C)=O.ClCCl.C(O)(C(F)(F)F)=O.C1C=CC([P]([Pd]([P](C2C=CC=CC=2)(C2C=CC=CC=2)C2C=CC=CC=2)([P](C2C=CC=CC=2)(C2C=CC=CC=2)C2C=CC=CC=2)[P](C2C=CC=CC=2)(C2C=CC=CC=2)C2C=CC=CC=2)(C2C=CC=CC=2)C2C=CC=CC=2)=CC=1. The product is [NH2:63][C:64]1[CH2:65][C:66]([C:86]([N:87]([CH2:91][CH2:92][CH2:93][OH:94])[CH2:88][CH2:89][CH3:90])=[O:102])=[CH:67][C:68]2[CH:74]=[CH:73][C:72]([C:75]3[CH:76]=[C:77]4[C:78](=[CH:84][CH:85]=3)[C:79](=[O:80])[O:81][CH2:82]4)=[CH:71][C:69]=2[N:70]=1.[C:56]([O:60][C:61]([NH:63][C:64]1[CH2:65][C:66]([C:86](=[O:102])[N:87]([CH2:91][CH2:92][CH2:93][O:94][Si:95]([C:98]([CH3:99])([CH3:101])[CH3:100])([CH3:96])[CH3:97])[CH2:88][CH2:89][CH3:90])=[CH:67][C:68]2[CH:74]=[CH:73][C:72]([C:75]3[CH:85]=[CH:84][C:78]([C:79]([O:81][CH2:82][CH3:83])=[O:80])=[CH:77][CH:76]=3)=[CH:71][C:69]=2[N:70]=1)=[O:62])([CH3:57])([CH3:58])[CH3:59]. The yield is 0.330.